From a dataset of Full USPTO retrosynthesis dataset with 1.9M reactions from patents (1976-2016). Predict the reactants needed to synthesize the given product. Given the product [C:16]([O:20][C:21]([N:23]([OH:24])[C:6]1([CH:2]([CH3:1])[CH2:3][CH2:4][CH3:5])[C:7](=[O:14])[NH:8][C:9](=[O:13])[NH:10][C:11]1=[O:12])=[O:22])([CH3:19])([CH3:18])[CH3:17], predict the reactants needed to synthesize it. The reactants are: [CH3:1][CH:2]([CH:6]1[C:11](=[O:12])[NH:10][C:9](=[O:13])[NH:8][C:7]1=[O:14])[CH2:3][CH2:4][CH3:5].[Na].[C:16]([O:20][C:21]([NH:23][OH:24])=[O:22])([CH3:19])([CH3:18])[CH3:17].I([O-])(=O)(=O)=O.[Na+].